Dataset: Catalyst prediction with 721,799 reactions and 888 catalyst types from USPTO. Task: Predict which catalyst facilitates the given reaction. (1) The catalyst class is: 31. Reactant: [O:1]1[CH:5]=[CH:4][CH:3]=[C:2]1[C:6]1[NH:14][C:13]([NH2:15])=[N:12][C:11]2[C:7]=1[N:8]=[CH:9][N:10]=2.C([O-])([O-])=O.[K+].[K+].[C:22]([O:26][CH3:27])(=[O:25])[CH:23]=[CH2:24]. Product: [NH2:15][C:13]1[N:12]=[C:11]2[C:7]([N:8]=[CH:9][N:10]2[CH2:24][CH2:23][C:22]([O:26][CH3:27])=[O:25])=[C:6]([C:2]2[O:1][CH:5]=[CH:4][CH:3]=2)[N:14]=1. (2) Reactant: [NH2:1][C:2]1[N:7]=[C:6]([Cl:8])[C:5]([CH2:9][C:10]([O:12][CH2:13][CH3:14])=[O:11])=[C:4](Cl)[N:3]=1.[O:16]1[C:20]2[CH:21]=[CH:22][CH:23]=[CH:24][C:19]=2[N:18]=[C:17]1[CH2:25][NH2:26].CCN(C(C)C)C(C)C. Product: [NH2:1][C:2]1[N:3]=[C:4]([NH:26][CH2:25][C:17]2[O:16][C:20]3[CH:21]=[CH:22][CH:23]=[CH:24][C:19]=3[N:18]=2)[C:5]([CH2:9][C:10]([O:12][CH2:13][CH3:14])=[O:11])=[C:6]([Cl:8])[N:7]=1. The catalyst class is: 114. (3) Reactant: [F:1][C:2]1[CH:7]=[CH:6][C:5]([OH:8])=[CH:4][CH:3]=1.[CH2:9](O)[CH2:10][CH2:11][CH2:12][CH2:13][C:14]#[CH:15].C1(P(C2C=CC=CC=2)C2C=CC=CC=2)C=CC=CC=1. Product: [F:1][C:2]1[CH:7]=[CH:6][C:5]([O:8][CH2:15][CH2:14][CH2:13][CH2:12][CH2:11][C:10]#[CH:9])=[CH:4][CH:3]=1. The catalyst class is: 452. (4) Reactant: Br[C:2]1[S:6][C:5]([CH3:7])=[N:4][C:3]=1[C:8]([N:10]1[CH2:15][C@@H:14]2[C@@H:12]([CH2:13]2)[C@H:11]1[CH2:16][NH:17][C:18]1[O:19][C:20]2[CH:26]=[CH:25][CH:24]=[CH:23][C:21]=2[N:22]=1)=[O:9].[C:27]1([CH3:36])[CH:32]=[CH:31][CH:30]=[CH:29][C:28]=1B(O)O.C(=O)([O-])[O-].[Cs+].[Cs+]. Product: [CH3:7][C:5]1[S:6][C:2]([C:28]2[CH:29]=[CH:30][CH:31]=[CH:32][C:27]=2[CH3:36])=[C:3]([C:8]([N:10]2[CH2:15][C@@H:14]3[C@@H:12]([CH2:13]3)[C@H:11]2[CH2:16][NH:17][C:18]2[O:19][C:20]3[CH:26]=[CH:25][CH:24]=[CH:23][C:21]=3[N:22]=2)=[O:9])[N:4]=1. The catalyst class is: 151. (5) Reactant: [C:1]([C:3]1[CH:8]=[CH:7][CH:6]=[CH:5][C:4]=1[S:9]([N:12]([CH3:37])[CH2:13][C@@H:14](O)[CH2:15][NH:16][C:17]([C@@H:19]([NH:24][C:25]([C:27]1[S:28][C:29]2[CH:35]=[CH:34][CH:33]=[CH:32][C:30]=2[CH:31]=1)=[O:26])[CH2:20][CH:21]([CH3:23])[CH3:22])=[O:18])(=[O:11])=[O:10])#[N:2].[FH:38].F.F.C(N(CC)CC)C.C(N(CC)CC)C. Product: [C:1]([C:3]1[CH:8]=[CH:7][CH:6]=[CH:5][C:4]=1[S:9]([N:12]([CH3:37])[CH2:13][C@H:14]([F:38])[CH2:15][NH:16][C:17]([C@@H:19]([NH:24][C:25]([C:27]1[S:28][C:29]2[CH:35]=[CH:34][CH:33]=[CH:32][C:30]=2[CH:31]=1)=[O:26])[CH2:20][CH:21]([CH3:23])[CH3:22])=[O:18])(=[O:11])=[O:10])#[N:2]. The catalyst class is: 4. (6) Reactant: [CH:1]1[CH:2]=[CH:3][C:4]2[S:9][N:8]=[C:7]([N:10]3[CH2:15][CH2:14][N:13]([CH2:16][CH2:17][C:18]4[CH:19]=[C:20]5[CH2:28][C:26](=[O:27])[NH:25][C:21]5=[CH:22][C:23]=4[Cl:24])[CH2:12][CH2:11]3)[C:5]=2[CH:6]=1.Cl. Product: [CH:1]1[CH:2]=[CH:3][C:4]2[S:9][N:8]=[C:7]([N:10]3[CH2:11][CH2:12][N:13]([CH2:16][CH2:17][C:18]4[CH:19]=[C:20]5[CH2:28][C:26](=[O:27])[NH:25][C:21]5=[CH:22][C:23]=4[Cl:24])[CH2:14][CH2:15]3)[C:5]=2[CH:6]=1. The catalyst class is: 740. (7) Reactant: [CH2:1]([N:8]1[CH:13]([CH3:14])[C@@H:12]([CH2:15][C:16]2[CH:21]=[CH:20][CH:19]=[CH:18][CH:17]=2)[NH:11][C:10](=O)[CH2:9]1)[C:2]1[CH:7]=[CH:6][CH:5]=[CH:4][CH:3]=1.C1COCC1.[H-].[Al+3].[Li+].[H-].[H-].[H-].[OH-].[Na+]. Product: [CH2:1]([N:8]1[CH2:9][CH2:10][NH:11][C@H:12]([CH2:15][C:16]2[CH:21]=[CH:20][CH:19]=[CH:18][CH:17]=2)[CH:13]1[CH3:14])[C:2]1[CH:3]=[CH:4][CH:5]=[CH:6][CH:7]=1. The catalyst class is: 162. (8) Reactant: [CH3:1][C:2]1[C:3]([OH:11])=[C:4]([CH3:10])[C:5]([CH3:9])=[C:6]([CH:8]=1)[OH:7].B(F)(F)F.CCOCC.[CH:21]([C:23]1(O)[CH2:26][CH2:25][CH2:24]1)=[CH2:22]. Product: [C:23]1(=[CH:21][CH2:22][C:8]2[C:6]([C:5]([CH3:9])=[C:4]([CH3:10])[C:3](=[O:11])[C:2]=2[CH3:1])=[O:7])[CH2:26][CH2:25][CH2:24]1. The catalyst class is: 12. (9) Reactant: [CH3:1][CH2:2][N:3]([CH:7]([CH3:9])C)[CH:4]([CH3:6])C.[F:10][C:11]1[CH:16]=[CH:15][C:14]([C:17]2[O:21][N:20]=[C:19]([C:22]([NH:24]CC(O)=O)=[O:23])[CH:18]=2)=[CH:13][CH:12]=1.C1(C2[O:39]N=C(C(NCC(O)=O)=O)C=2)C=CC=CC=1.FC1C=CC(C(=O)C)=CC=1.C1C=CC2N(O)N=NC=2C=1.CCN=C=NCCCN(C)C.Cl.Cl.[Cl:80][C:81]1[C:86]([O:87][CH:88]2CCNCC2)=[CH:85][CH:84]=[CH:83][N:82]=1.Cl.ClC1C=CC=CC=1OC1CCNCC1. Product: [Cl:80][C:81]1[C:86]([O:87][CH:88]2[CH2:1][CH2:2][N:3]([C:4](=[O:39])[CH2:6][NH:24][C:22]([C:19]3[CH:18]=[C:17]([C:14]4[CH:13]=[CH:12][C:11]([F:10])=[CH:16][CH:15]=4)[O:21][N:20]=3)=[O:23])[CH2:7][CH2:9]2)=[CH:85][CH:84]=[CH:83][N:82]=1. The catalyst class is: 18. (10) Reactant: [NH2:1][C:2]1[CH:7]=[C:6]([NH2:8])[CH:5]=[CH:4][C:3]=1[CH2:9][CH2:10][C:11]([O:13]CC)=O. Product: [NH2:8][C:6]1[CH:7]=[C:2]2[C:3]([CH2:9][CH2:10][C:11](=[O:13])[NH:1]2)=[CH:4][CH:5]=1. The catalyst class is: 14.